This data is from Peptide-MHC class I binding affinity with 185,985 pairs from IEDB/IMGT. The task is: Regression. Given a peptide amino acid sequence and an MHC pseudo amino acid sequence, predict their binding affinity value. This is MHC class I binding data. (1) The binding affinity (normalized) is 0.492. The peptide sequence is FQPQNGQFIHF. The MHC is H-2-Db with pseudo-sequence H-2-Db. (2) The peptide sequence is MMAKSNSPF. The MHC is HLA-A32:07 with pseudo-sequence HLA-A32:07. The binding affinity (normalized) is 0.574. (3) The peptide sequence is YFVCWHTHNY. The MHC is HLA-A33:01 with pseudo-sequence HLA-A33:01. The binding affinity (normalized) is 0.306. (4) The peptide sequence is ETKRNIARHL. The MHC is HLA-A02:02 with pseudo-sequence HLA-A02:02. The binding affinity (normalized) is 0.0000698. (5) The peptide sequence is ASDRMGMGV. The MHC is HLA-A01:01 with pseudo-sequence HLA-A01:01. The binding affinity (normalized) is 0.332. (6) The peptide sequence is QSLCFLLTQK. The MHC is HLA-A33:01 with pseudo-sequence HLA-A33:01. The binding affinity (normalized) is 0.326. (7) The peptide sequence is TTKDYFSFK. The MHC is Mamu-B8301 with pseudo-sequence Mamu-B8301. The binding affinity (normalized) is 0.543. (8) The peptide sequence is KQLGQVMLL. The MHC is BoLA-D18.4 with pseudo-sequence BoLA-D18.4. The binding affinity (normalized) is 0.744.